Dataset: NCI-60 drug combinations with 297,098 pairs across 59 cell lines. Task: Regression. Given two drug SMILES strings and cell line genomic features, predict the synergy score measuring deviation from expected non-interaction effect. (1) Drug 1: C1CC(=O)NC(=O)C1N2CC3=C(C2=O)C=CC=C3N. Drug 2: C1=NC2=C(N1)C(=S)N=C(N2)N. Cell line: K-562. Synergy scores: CSS=44.7, Synergy_ZIP=2.49, Synergy_Bliss=4.47, Synergy_Loewe=-19.0, Synergy_HSA=1.93. (2) Drug 1: C1=CC(=C2C(=C1NCCNCCO)C(=O)C3=C(C=CC(=C3C2=O)O)O)NCCNCCO. Drug 2: C1C(C(OC1N2C=NC(=NC2=O)N)CO)O. Cell line: LOX IMVI. Synergy scores: CSS=31.3, Synergy_ZIP=-5.78, Synergy_Bliss=-7.71, Synergy_Loewe=-4.36, Synergy_HSA=-3.40. (3) Drug 1: C1=NC2=C(N1)C(=S)N=C(N2)N. Drug 2: C1=NC2=C(N=C(N=C2N1C3C(C(C(O3)CO)O)F)Cl)N. Cell line: UACC-257. Synergy scores: CSS=48.7, Synergy_ZIP=-4.05, Synergy_Bliss=0.495, Synergy_Loewe=-3.46, Synergy_HSA=2.63.